This data is from Forward reaction prediction with 1.9M reactions from USPTO patents (1976-2016). The task is: Predict the product of the given reaction. (1) Given the reactants [CH3:1][N:2]1[CH:6]=[CH:5][N:4]=[C:3]1[CH3:7].[Cl:8][CH2:9][CH:10]([OH:13])[CH2:11][OH:12], predict the reaction product. The product is: [Cl-:8].[OH:13][CH:10]([CH2:11][OH:12])[CH2:9][N+:4]1[CH:5]=[CH:6][N:2]([CH3:1])[C:3]=1[CH3:7]. (2) Given the reactants C[O:2][C:3](=[O:19])[CH:4]([O:17][CH3:18])[CH2:5][C:6]1[CH:11]=[CH:10][CH:9]=[C:8]([O:12][CH2:13][C:14]([OH:16])=O)[CH:7]=1.[O:20]([C:27]1[CH:32]=[CH:31][C:30]([NH2:33])=[CH:29][CH:28]=1)[C:21]1[CH:26]=[CH:25][CH:24]=[CH:23][CH:22]=1.C(O[C@@H](CC1C=CC(O[C@@H](C(=O)NCCC2C=CC(OC3C=CC=CC=3)=CC=2)C)=CC=1)C(O)=O)C, predict the reaction product. The product is: [CH3:18][O:17][CH:4]([CH2:5][C:6]1[CH:11]=[CH:10][CH:9]=[C:8]([O:12][CH2:13][C:14](=[O:16])[NH:33][C:30]2[CH:29]=[CH:28][C:27]([O:20][C:21]3[CH:26]=[CH:25][CH:24]=[CH:23][CH:22]=3)=[CH:32][CH:31]=2)[CH:7]=1)[C:3]([OH:2])=[O:19]. (3) Given the reactants [F:1][C:2]([F:17])([C:6]1[CH:11]=[CH:10][C:9]([F:12])=[CH:8][C:7]=1[O:13][CH:14]([CH3:16])[CH3:15])[C:3]([OH:5])=O.O=P(Cl)(Cl)Cl.Cl.[NH2:24][CH2:25][C:26]1[CH:27]=[C:28]2[C:32](=[CH:33][CH:34]=1)[C:31](=[O:35])[N:30]([CH:36]1[CH2:41][CH2:40][C:39](=[O:42])[NH:38][C:37]1=[O:43])[CH2:29]2.C(=O)(O)[O-].[Na+], predict the reaction product. The product is: [O:43]=[C:37]1[CH:36]([N:30]2[CH2:29][C:28]3[C:32](=[CH:33][CH:34]=[C:26]([CH2:25][NH:24][C:3](=[O:5])[C:2]([F:1])([F:17])[C:6]4[CH:11]=[CH:10][C:9]([F:12])=[CH:8][C:7]=4[O:13][CH:14]([CH3:16])[CH3:15])[CH:27]=3)[C:31]2=[O:35])[CH2:41][CH2:40][C:39](=[O:42])[NH:38]1. (4) Given the reactants CO[CH:3]([O:27]C)[CH2:4][NH:5][C:6]([C:8]1[C:9]([C:18]2[CH:23]=[CH:22][C:21]([N+:24]([O-:26])=[O:25])=[CH:20][CH:19]=2)=[C:10]2[N:15]([CH:16]=1)[N:14]=[CH:13][N:12]=[C:11]2[NH2:17])=O.Cl.FC(F)(F)CN.CS(O)(=O)=O.O=P12OP3(OP(OP(O3)(O1)=O)(=O)O2)=O.C(=O)([O-])[O-].[Na+].[Na+], predict the reaction product. The product is: [N+:24]([C:21]1[CH:22]=[CH:23][C:18]([C:9]2[C:8]([C:6]3[O:27][CH:3]=[CH:4][N:5]=3)=[CH:16][N:15]3[C:10]=2[C:11]([NH2:17])=[N:12][CH:13]=[N:14]3)=[CH:19][CH:20]=1)([O-:26])=[O:25]. (5) Given the reactants [CH2:1]([O:3]C(Cl)=O)C.[Cl:7][C:8]1[CH:9]=[C:10]([CH:26]=[C:27]([Cl:29])[CH:28]=1)[O:11][C:12]1[C:13]([CH2:24][CH3:25])=[N:14][N:15]([CH2:19][C:20](=[NH:23])[NH:21][OH:22])[C:16]=1[CH2:17][CH3:18], predict the reaction product. The product is: [Cl:7][C:8]1[CH:9]=[C:10]([CH:26]=[C:27]([Cl:29])[CH:28]=1)[O:11][C:12]1[C:13]([CH2:24][CH3:25])=[N:14][N:15]([CH2:19][C:20]2[N:23]=[C:1]([OH:3])[O:22][N:21]=2)[C:16]=1[CH2:17][CH3:18].